From a dataset of Reaction yield outcomes from USPTO patents with 853,638 reactions. Predict the reaction yield, written as a fraction of the theoretical maximum amount of product (1.0 means a 100% yield; for example, 0.34 means a 34% yield). (1) The reactants are [Br:1][C:2]1[CH:7]=[CH:6][C:5]([CH:8](C(O)=O)[C:9]([OH:11])=[O:10])=[CH:4][CH:3]=1.C(=O)=O. No catalyst specified. The product is [Br:1][C:2]1[CH:3]=[CH:4][C:5]([CH2:8][C:9]([OH:11])=[O:10])=[CH:6][CH:7]=1. The yield is 0.870. (2) The reactants are [CH3:1][C:2]([C:4]1[CH:9]=[CH:8][CH:7]=[C:6]([Br:10])[CH:5]=1)=O.C[Si]([N:15]=[C:16]=[N:17][Si](C)(C)C)(C)C. The catalyst is C(Cl)Cl.[Ti](Cl)(Cl)(Cl)Cl. The product is [Br:10][C:6]1[CH:5]=[C:4]([C:2](=[N:17][C:16]#[N:15])[CH3:1])[CH:9]=[CH:8][CH:7]=1. The yield is 1.00.